This data is from Full USPTO retrosynthesis dataset with 1.9M reactions from patents (1976-2016). The task is: Predict the reactants needed to synthesize the given product. (1) Given the product [Cl:1][C:2]1[N:10]([CH2:36][CH:37]=[C:38]([CH3:40])[CH3:39])[C:9]2[C:8](=[O:11])[N:7]([CH2:12][O:13][C:14](=[O:19])[C:15]([CH3:18])([CH3:17])[CH3:16])[C:6](=[O:20])[N:5]([CH2:21][O:22][C:23](=[O:28])[C:24]([CH3:27])([CH3:26])[CH3:25])[C:4]=2[N:3]=1, predict the reactants needed to synthesize it. The reactants are: [Cl:1][C:2]1[NH:10][C:9]2[C:8](=[O:11])[N:7]([CH2:12][O:13][C:14](=[O:19])[C:15]([CH3:18])([CH3:17])[CH3:16])[C:6](=[O:20])[N:5]([CH2:21][O:22][C:23](=[O:28])[C:24]([CH3:27])([CH3:26])[CH3:25])[C:4]=2[N:3]=1.C(=O)([O-])[O-].[K+].[K+].Br[CH2:36][CH:37]=[C:38]([CH3:40])[CH3:39]. (2) Given the product [Cl:1][C:2]1[CH:3]=[C:4]([CH:9]([OH:28])[C:10]([NH:12][C@@H:13]2[CH2:18][CH2:17][CH2:16][CH2:15][C@H:14]2[C:19]2[CH:24]=[CH:23][C:22]([O:25][CH2:35][C:34]#[CH:33])=[C:21]([O:26][CH3:27])[CH:20]=2)=[O:11])[CH:5]=[CH:6][C:7]=1[Cl:8], predict the reactants needed to synthesize it. The reactants are: [Cl:1][C:2]1[CH:3]=[C:4]([CH:9]([OH:28])[C:10]([NH:12][C@@H:13]2[CH2:18][CH2:17][CH2:16][CH2:15][C@H:14]2[C:19]2[CH:24]=[CH:23][C:22]([OH:25])=[C:21]([O:26][CH3:27])[CH:20]=2)=[O:11])[CH:5]=[CH:6][C:7]=1[Cl:8].S(C1C=CC(C)=CC=1)(O[C:33]#[C:34][CH3:35])(=O)=O.C[O-].[Na+].[Cl-].[Na+]. (3) Given the product [CH:1]1([NH:4][C:5](=[O:30])[C:6]2[CH:11]=[CH:10][C:9]([CH3:12])=[C:8]([C:13]3[CH:14]=[C:15]4[C:20](=[CH:21][CH:22]=3)[C:19](=[O:23])[N:18]([CH2:24][CH:25]3[CH2:26][CH2:27]3)[CH:17]=[C:16]4[CH2:28][N:34]3[CH2:35][CH2:36][CH2:37][N:31]([CH2:38][CH2:39][OH:40])[CH2:32][CH2:33]3)[CH:7]=2)[CH2:3][CH2:2]1, predict the reactants needed to synthesize it. The reactants are: [CH:1]1([NH:4][C:5](=[O:30])[C:6]2[CH:11]=[CH:10][C:9]([CH3:12])=[C:8]([C:13]3[CH:14]=[C:15]4[C:20](=[CH:21][CH:22]=3)[C:19](=[O:23])[N:18]([CH2:24][CH:25]3[CH2:27][CH2:26]3)[CH:17]=[C:16]4[CH:28]=O)[CH:7]=2)[CH2:3][CH2:2]1.[N:31]1([CH2:38][CH2:39][OH:40])[CH2:37][CH2:36][CH2:35][NH:34][CH2:33][CH2:32]1. (4) Given the product [C:16]([NH:10][CH2:9][CH2:8][C:5]1[CH:6]=[CH:7][C:2]([NH2:1])=[CH:3][CH:4]=1)([O:15][C:12]([CH3:14])([CH3:13])[CH3:11])=[O:17], predict the reactants needed to synthesize it. The reactants are: [NH2:1][C:2]1[CH:7]=[CH:6][C:5]([CH2:8][CH2:9][NH2:10])=[CH:4][CH:3]=1.[CH3:11][C:12]([O:15][C:16](O[C:16]([O:15][C:12]([CH3:14])([CH3:13])[CH3:11])=[O:17])=[O:17])([CH3:14])[CH3:13]. (5) Given the product [CH2:1]([N:8]1[C:12]([CH3:13])=[C:11]([C:14]([OH:16])=[O:15])[N:10]=[CH:9]1)[C:2]1[CH:7]=[CH:6][CH:5]=[CH:4][CH:3]=1, predict the reactants needed to synthesize it. The reactants are: [CH2:1]([N:8]1[C:12]([CH3:13])=[C:11]([C:14]([O:16]CC)=[O:15])[N:10]=[CH:9]1)[C:2]1[CH:7]=[CH:6][CH:5]=[CH:4][CH:3]=1.[OH-].[K+].Cl. (6) The reactants are: [Na+].[OH:2][C@H:3]1[CH2:8][NH:7][CH2:6][C@@H:5]([C:9]([O-:11])=[O:10])[CH2:4]1.Cl[C:13]([O:15][CH2:16][C:17]1[CH:22]=[CH:21][CH:20]=[CH:19][CH:18]=1)=[O:14]. Given the product [OH:2][C@H:3]1[CH2:8][N:7]([C:13]([O:15][CH2:16][C:17]2[CH:22]=[CH:21][CH:20]=[CH:19][CH:18]=2)=[O:14])[CH2:6][C@@H:5]([C:9]([OH:11])=[O:10])[CH2:4]1, predict the reactants needed to synthesize it. (7) The reactants are: [F:1][C:2]1[CH:7]=[CH:6][C:5]([OH:8])=[CH:4][C:3]=1[C:9]1[C:18]2[C:13](=[C:14]([C:19]([F:22])([F:21])[F:20])[CH:15]=[CH:16][CH:17]=2)[N:12]=[CH:11][N:10]=1.[F:23][C:24]1[CH:25]=[C:26]([S:31]([CH3:34])(=[O:33])=[O:32])[CH:27]=[C:28](F)[CH:29]=1.C(=O)([O-])[O-].[K+].[K+]. Given the product [F:1][C:2]1[CH:7]=[CH:6][C:5]([O:8][C:28]2[CH:27]=[C:26]([S:31]([CH3:34])(=[O:32])=[O:33])[CH:25]=[C:24]([F:23])[CH:29]=2)=[CH:4][C:3]=1[C:9]1[C:18]2[C:13](=[C:14]([C:19]([F:20])([F:22])[F:21])[CH:15]=[CH:16][CH:17]=2)[N:12]=[CH:11][N:10]=1, predict the reactants needed to synthesize it. (8) Given the product [S:1]1[CH:5]=[CH:4][C:3]2[C:13]([OH:15])=[CH:12][C:7]3[C:6]([C:2]1=2)=[CH:11][CH:10]=[CH:9][CH:8]=3, predict the reactants needed to synthesize it. The reactants are: [S:1]1[CH:5]=[CH:4][CH:3]=[C:2]1[C:6]1[CH:11]=[CH:10][CH:9]=[CH:8][C:7]=1[CH2:12][C:13]([OH:15])=O.C(Cl)(=O)C(Cl)=O.CN(C=O)C.[Cl-].[Cl-].[Cl-].[Al+3]. (9) Given the product [OH:3][CH2:4][CH2:5][O:6][NH:7][C:8]([C:10]1[C:11]([NH:28][C:29]2[CH:34]=[CH:33][C:32]([I:35])=[CH:31][C:30]=2[F:36])=[C:12]2[CH:18]=[N:17][NH:16][C:13]2=[N:14][CH:15]=1)=[O:9], predict the reactants needed to synthesize it. The reactants are: C([O:3][CH2:4][CH2:5][O:6][NH:7][C:8]([C:10]1[C:11]([NH:28][C:29]2[CH:34]=[CH:33][C:32]([I:35])=[CH:31][C:30]=2[F:36])=[C:12]2[CH:18]=[N:17][N:16](CC3C=CC(OC)=CC=3)[C:13]2=[N:14][CH:15]=1)=[O:9])=C. (10) Given the product [CH3:1][N:2]1[CH:6]=[C:5]([CH3:7])[C:4]([C:8]([Cl:13])=[O:10])=[N:3]1, predict the reactants needed to synthesize it. The reactants are: [CH3:1][N:2]1[CH:6]=[C:5]([CH3:7])[C:4]([C:8]([OH:10])=O)=[N:3]1.S(Cl)([Cl:13])=O.